Predict which catalyst facilitates the given reaction. From a dataset of Catalyst prediction with 721,799 reactions and 888 catalyst types from USPTO. (1) Reactant: C(OC([N:8]1[CH2:13][CH2:12][CH:11]([C:14](=[O:31])[NH:15][C:16]2[CH:21]=[C:20]([C:22]3[CH:27]=[CH:26][CH:25]=[CH:24][C:23]=3[O:28][CH2:29][CH3:30])[N:19]=[CH:18][N:17]=2)[CH2:10][CH2:9]1)=O)(C)(C)C. Product: [CH2:29]([O:28][C:23]1[CH:24]=[CH:25][CH:26]=[CH:27][C:22]=1[C:20]1[N:19]=[CH:18][N:17]=[C:16]([NH:15][C:14]([CH:11]2[CH2:12][CH2:13][NH:8][CH2:9][CH2:10]2)=[O:31])[CH:21]=1)[CH3:30]. The catalyst class is: 620. (2) Reactant: [CH3:1][N:2]1[CH2:7][C:6]([CH3:8])=[C:5]([C:9]2[CH:14]=[CH:13][CH:12]=[C:11]([O:15][CH3:16])[CH:10]=2)[CH2:4][CH2:3]1.[Li]C(CC)C.C1CCCCC1.N#N.O1C[CH:31]1[CH2:33][CH2:34][O:35][CH:36]1[CH2:41][CH2:40][CH2:39][CH2:38][O:37]1.C1C[O:45]CC1. Product: [CH3:16][O:15][C:11]1[CH:10]=[C:9]([C:5]23[CH:6]([CH3:8])[CH:7]([N:2]([CH3:1])[CH2:3][CH2:4]2)[O:45][CH:33]([CH2:34][O:35][CH:36]2[CH2:41][CH2:40][CH2:39][CH2:38][O:37]2)[CH2:31]3)[CH:14]=[CH:13][CH:12]=1. The catalyst class is: 28.